Dataset: Full USPTO retrosynthesis dataset with 1.9M reactions from patents (1976-2016). Task: Predict the reactants needed to synthesize the given product. Given the product [C:9]([O:14][CH2:1][CH2:2][CH2:3][CH2:4][CH2:5][CH2:6][CH2:7][CH3:8])(=[O:13])[C:10]([CH3:12])=[CH2:11], predict the reactants needed to synthesize it. The reactants are: [CH2:1]=[CH:2][CH2:3][CH2:4][CH2:5][CH2:6][CH2:7][CH3:8].[C:9]([OH:14])(=[O:13])[C:10]([CH3:12])=[CH2:11].C(=O)(O)[O-].[Na+].O.